Dataset: Forward reaction prediction with 1.9M reactions from USPTO patents (1976-2016). Task: Predict the product of the given reaction. Given the reactants [CH2:1]([O:3][CH2:4][C:5]1[N:6]([CH2:18][CH2:19][CH2:20][CH2:21][CH2:22][C:23]([O:25]CC)=O)[C:7]2[C:16]3[CH:15]=[CH:14][CH:13]=[CH:12][C:11]=3[N:10]=[CH:9][C:8]=2[N:17]=1)[CH3:2].[CH2:28]([NH2:31])[CH2:29][CH3:30], predict the reaction product. The product is: [CH2:1]([O:3][CH2:4][C:5]1[N:6]([CH2:18][CH2:19][CH2:20][CH2:21][CH2:22][C:23]([NH:31][CH2:28][CH2:29][CH3:30])=[O:25])[C:7]2[C:16]3[CH:15]=[CH:14][CH:13]=[CH:12][C:11]=3[N:10]=[CH:9][C:8]=2[N:17]=1)[CH3:2].